Predict the product of the given reaction. From a dataset of Forward reaction prediction with 1.9M reactions from USPTO patents (1976-2016). (1) Given the reactants Br[C:2]1[CH:3]=[CH:4][C:5]([N+:15]([O-:17])=[O:16])=[C:6]([N:8]2[CH2:13][CH2:12][CH:11]([CH3:14])[CH2:10][CH2:9]2)[CH:7]=1.[B:18]1([B:18]2[O:23][CH2:22][C:21]([CH3:25])([CH3:24])[CH2:20][O:19]2)[O:23][CH2:22][C:21]([CH3:25])([CH3:24])[CH2:20][O:19]1.C([O-])(=O)C.[K+], predict the reaction product. The product is: [CH3:24][C:21]1([CH3:25])[CH2:22][O:23][B:18]([C:2]2[CH:3]=[CH:4][C:5]([N+:15]([O-:17])=[O:16])=[C:6]([N:8]3[CH2:13][CH2:12][CH:11]([CH3:14])[CH2:10][CH2:9]3)[CH:7]=2)[O:19][CH2:20]1. (2) Given the reactants [F:1][C:2]1[CH:3]=[C:4](Br)[CH:5]=[C:6]([F:17])[C:7]=1[O:8][CH:9]([CH3:16])[CH2:10][CH2:11][CH2:12][CH2:13][CH2:14][CH3:15].C([Li])CCC.[B:24](OC)([O:27]C)[O:25]C.Cl, predict the reaction product. The product is: [F:1][C:2]1[CH:3]=[C:4]([B:24]([OH:27])[OH:25])[CH:5]=[C:6]([F:17])[C:7]=1[O:8][CH:9]([CH3:16])[CH2:10][CH2:11][CH2:12][CH2:13][CH2:14][CH3:15]. (3) Given the reactants [Br:1][C:2]1[CH:3]=[C:4]2[C:14](=[CH:15][CH:16]=1)[O:13][C:7]1([CH2:11][CH2:10][CH:9]([CH3:12])[CH2:8]1)[CH2:6][C:5]2=O.C[Si]([N:22]=[C:23]=[N:24][Si](C)(C)C)(C)C, predict the reaction product. The product is: [Br:1][C:2]1[CH:3]=[C:4]2[C:14](=[CH:15][CH:16]=1)[O:13][C:7]1([CH2:11][CH2:10][CH:9]([CH3:12])[CH2:8]1)[CH2:6]/[C:5]/2=[N:24]\[C:23]#[N:22].